From a dataset of Forward reaction prediction with 1.9M reactions from USPTO patents (1976-2016). Predict the product of the given reaction. (1) Given the reactants [Al+3].[Cl-].[Cl-].[Cl-].[O:5]1[C:9]2[CH:10]=[CH:11][C:12]([C:14]([CH3:19])([CH3:18])[CH:15]=[N:16][OH:17])=[CH:13][C:8]=2[O:7]C1, predict the reaction product. The product is: [OH:7][C:8]1[CH:13]=[C:12]([C:14]([CH3:19])([CH3:18])[CH:15]=[N:16][OH:17])[CH:11]=[CH:10][C:9]=1[OH:5]. (2) Given the reactants Br[C:2]1[CH:14]=[CH:13][C:5]([C:6]([O:8][C:9]([CH3:12])([CH3:11])[CH3:10])=[O:7])=[C:4]([NH:15][C:16]2[CH:21]=[CH:20][C:19]([F:22])=[CH:18][CH:17]=2)[CH:3]=1.[F:23][C:24]1[CH:31]=[CH:30][CH:29]=[CH:28][C:25]=1[CH:26]=[CH2:27].C1(CNCC2CCCCC2)CCCCC1.F[B-](F)(F)F.C(P(C(C)(C)C)C(C)(C)C)(C)(C)C.C(O)(=O)CC(CC(O)=O)(C(O)=O)O, predict the reaction product. The product is: [F:22][C:19]1[CH:20]=[CH:21][C:16]([NH:15][C:4]2[CH:3]=[C:2](/[CH:27]=[CH:26]/[C:25]3[CH:28]=[CH:29][CH:30]=[CH:31][C:24]=3[F:23])[CH:14]=[CH:13][C:5]=2[C:6]([O:8][C:9]([CH3:12])([CH3:11])[CH3:10])=[O:7])=[CH:17][CH:18]=1. (3) Given the reactants C([O:3][C:4]([C:6]1[N:7]=[C:8]([C:28]2[C:33]([Cl:34])=[CH:32][CH:31]=[CH:30][C:29]=2[Cl:35])[N:9]([C:11]2[CH:16]=[CH:15][C:14]([C:17]3[CH:22]=[CH:21][CH:20]=[C:19]([S:23]([CH3:26])(=[O:25])=[O:24])[CH:18]=3)=[CH:13][C:12]=2[Cl:27])[CH:10]=1)=[O:5])C.CO.[OH-].[Na+].Cl, predict the reaction product. The product is: [Cl:27][C:12]1[CH:13]=[C:14]([C:17]2[CH:22]=[CH:21][CH:20]=[C:19]([S:23]([CH3:26])(=[O:24])=[O:25])[CH:18]=2)[CH:15]=[CH:16][C:11]=1[N:9]1[CH:10]=[C:6]([C:4]([OH:5])=[O:3])[N:7]=[C:8]1[C:28]1[C:29]([Cl:35])=[CH:30][CH:31]=[CH:32][C:33]=1[Cl:34].